Dataset: Full USPTO retrosynthesis dataset with 1.9M reactions from patents (1976-2016). Task: Predict the reactants needed to synthesize the given product. (1) Given the product [N:1]1[C:5]2[CH:6]=[CH:7][CH:8]=[CH:9][C:4]=2[N-:3][CH:2]=1.[Li+:10], predict the reactants needed to synthesize it. The reactants are: [N:1]1[C:5]2[CH:6]=[CH:7][CH:8]=[CH:9][C:4]=2[NH:3][CH:2]=1.[Li:10]CCCC.CCCCCC. (2) Given the product [OH:1][C:2]1[CH:10]=[C:9]([I:11])[CH:8]=[CH:7][C:3]=1[C:4]([Cl:15])=[O:5], predict the reactants needed to synthesize it. The reactants are: [OH:1][C:2]1[CH:10]=[C:9]([I:11])[CH:8]=[CH:7][C:3]=1[C:4](O)=[O:5].C(Cl)(=O)C([Cl:15])=O.CN(C)C=O. (3) Given the product [Cl:1][C:2]1[C:3]([C:23]([NH:27][CH:28]2[CH2:33][CH2:32][O:31][CH2:30][CH2:29]2)=[O:25])=[CH:4][C:5]2[N:6]([C:8]([CH2:14][CH:15]3[CH2:20][CH2:19][C:18]([F:22])([F:21])[CH2:17][CH2:16]3)=[C:9]([CH:11]([CH3:13])[CH3:12])[N:10]=2)[CH:7]=1, predict the reactants needed to synthesize it. The reactants are: [Cl:1][C:2]1[C:3]([C:23]([OH:25])=O)=[CH:4][C:5]2[N:6]([C:8]([CH2:14][CH:15]3[CH2:20][CH2:19][C:18]([F:22])([F:21])[CH2:17][CH2:16]3)=[C:9]([CH:11]([CH3:13])[CH3:12])[N:10]=2)[CH:7]=1.Cl.[NH2:27][CH:28]1[CH2:33][CH2:32][O:31][CH2:30][CH2:29]1. (4) Given the product [C:1]([N:4]1[CH2:7][CH:6]([C:8]2[CH:9]=[C:10]3[C:16]([C:17]([NH2:30])=[O:19])=[N:15][N:14]([C:21]4[CH:26]=[CH:25][CH:24]=[C:23]([Br:27])[CH:22]=4)[C:11]3=[N:12][CH:13]=2)[CH2:5]1)(=[O:3])[CH3:2], predict the reactants needed to synthesize it. The reactants are: [C:1]([N:4]1[CH2:7][CH:6]([C:8]2[CH:9]=[C:10]3[C:16]([C:17]([O:19]C)=O)=[N:15][N:14]([C:21]4[CH:26]=[CH:25][CH:24]=[C:23]([Br:27])[CH:22]=4)[C:11]3=[N:12][CH:13]=2)[CH2:5]1)(=[O:3])[CH3:2].C([NH2:30])=O.C[O-].[Na+]. (5) Given the product [CH2:11]([O:18][N:19]([CH2:20][C:21]1([C:26]([OH:28])=[O:27])[CH2:25][CH2:24][CH2:23][CH2:22]1)[CH:1]=[O:2])[C:12]1[CH:17]=[CH:16][CH:15]=[CH:14][CH:13]=1, predict the reactants needed to synthesize it. The reactants are: [CH:1](O)=[O:2].C(OC(=O)C)(=O)C.[CH2:11]([O:18][NH:19][CH2:20][C:21]1([C:26]([OH:28])=[O:27])[CH2:25][CH2:24][CH2:23][CH2:22]1)[C:12]1[CH:17]=[CH:16][CH:15]=[CH:14][CH:13]=1. (6) Given the product [CH3:24][C:25]1[CH:30]=[CH:29][C:28]([S:31]([O:4][CH2:3][CH:2]([OH:1])[C:5]2[CH:6]=[CH:7][CH:8]=[C:9]3[C:14]=2[N:13]([CH3:15])[C:12](=[O:16])[CH:11]=[CH:10]3)(=[O:33])=[O:32])=[CH:27][CH:26]=1, predict the reactants needed to synthesize it. The reactants are: [OH:1][CH:2]([C:5]1[CH:6]=[CH:7][CH:8]=[C:9]2[C:14]=1[N:13]([CH3:15])[C:12](=[O:16])[CH:11]=[CH:10]2)[CH2:3][OH:4].C(N(CC)CC)C.[CH3:24][C:25]1[CH:30]=[CH:29][C:28]([S:31](Cl)(=[O:33])=[O:32])=[CH:27][CH:26]=1. (7) The reactants are: [NH:1]1C2[C:4](=[CH:5][CH:6]=[CH:7]C=2)[C:3](N)=[N:2]1.[O:11]1[CH:15]=[CH:14][CH:13]=[C:12]1C(O)=O.C([N:21]([CH2:24][CH3:25])[CH2:22]C)C.C(P1(=O)OP(=O)(CCC)OP(=O)(CCC)[O:30]1)CC. Given the product [NH:2]1[C:3]2[C:25](=[CH:7][CH:6]=[CH:5][CH:4]=2)[C:24]([NH:21][C:22]([C:14]2[CH:13]=[CH:12][O:11][CH:15]=2)=[O:30])=[N:1]1, predict the reactants needed to synthesize it.